Task: Predict the reaction yield, written as a fraction of the theoretical maximum amount of product (1.0 means a 100% yield; for example, 0.34 means a 34% yield).. Dataset: Reaction yield outcomes from USPTO patents with 853,638 reactions (1) The yield is 0.990. The product is [C:15]([O:19][C:20]([N:5]1[CH2:6][CH2:7][CH:2]([OH:1])[CH2:3][CH2:4]1)=[O:21])([CH3:18])([CH3:17])[CH3:16]. The reactants are [OH:1][CH:2]1[CH2:7][CH2:6][NH:5][CH2:4][CH2:3]1.C(N(CC)CC)C.[C:15]([O:19][C:20](O[C:20]([O:19][C:15]([CH3:18])([CH3:17])[CH3:16])=[O:21])=[O:21])([CH3:18])([CH3:17])[CH3:16]. The catalyst is C(Cl)Cl. (2) The catalyst is CN(C=O)C.O. The product is [C:21]([NH:24][C@@H:25]([CH2:26][C:27]1[CH:28]=[CH:29][CH:30]=[CH:31][CH:32]=1)[C:33]([NH:20][C@H:9]([C:6]1[S:7][CH:8]=[C:4]([CH2:2][CH3:3])[N:5]=1)[CH2:10][C:11]1[CH:16]=[CH:15][C:14]([N+:17]([O-:19])=[O:18])=[CH:13][CH:12]=1)=[O:34])(=[O:23])[CH3:22]. The yield is 0.700. The reactants are Br.[CH2:2]([C:4]1[N:5]=[C:6]([C@@H:9]([NH2:20])[CH2:10][C:11]2[CH:16]=[CH:15][C:14]([N+:17]([O-:19])=[O:18])=[CH:13][CH:12]=2)[S:7][CH:8]=1)[CH3:3].[C:21]([NH:24][C@H:25]([C:33](O)=[O:34])[CH2:26][C:27]1[CH:32]=[CH:31][CH:30]=[CH:29][CH:28]=1)(=[O:23])[CH3:22].ON1C2C=CC=CC=2N=N1.C(N(C(C)C)CC)(C)C.CN(C)CCCN=C=NCC. (3) The reactants are C[Al](C)C.[F:5][C:6]([F:10])([F:9])[CH2:7][NH2:8].C[O:12][C:13](=O)[C:14]1[CH:19]=[CH:18][C:17]([O:20][CH2:21][C:22]2[C:23]([C:29]3[CH:34]=[CH:33][C:32]([F:35])=[C:31]([F:36])[CH:30]=3)=[N:24][O:25][C:26]=2[CH2:27][OH:28])=[N:16][CH:15]=1. The yield is 0.590. The catalyst is O1CCOCC1. The product is [F:36][C:31]1[CH:30]=[C:29]([C:23]2[C:22]([CH2:21][O:20][C:17]3[CH:18]=[CH:19][C:14]([C:13]([NH:8][CH2:7][C:6]([F:10])([F:9])[F:5])=[O:12])=[CH:15][N:16]=3)=[C:26]([CH2:27][OH:28])[O:25][N:24]=2)[CH:34]=[CH:33][C:32]=1[F:35].